Dataset: Reaction yield outcomes from USPTO patents with 853,638 reactions. Task: Predict the reaction yield, written as a fraction of the theoretical maximum amount of product (1.0 means a 100% yield; for example, 0.34 means a 34% yield). The reactants are C([C:5]1[N:6]([CH2:17][C@@H:18]2[CH2:22][O:21][C:20]([CH3:24])([CH3:23])[O:19]2)[C:7]2[C:12]([CH:13]=1)=[CH:11][C:10]([N+:14]([O-])=O)=[CH:9][CH:8]=2)(C)(C)C.C([O-])=O.[NH4+]. The catalyst is C(O)C.O.[Pd]. The product is [CH3:23][C:20]1([CH3:24])[O:19][CH:18]([CH2:17][N:6]2[C:7]3[C:12](=[CH:11][C:10]([NH2:14])=[CH:9][CH:8]=3)[CH:13]=[CH:5]2)[CH2:22][O:21]1. The yield is 0.980.